Predict which catalyst facilitates the given reaction. From a dataset of Catalyst prediction with 721,799 reactions and 888 catalyst types from USPTO. (1) Reactant: [CH2:1]([C:3]1[CH:8]=[CH:7][C:6]([CH:9]2[CH2:14][N:13]([C:15](OC3C=CC([N+]([O-])=O)=CC=3)=[O:16])[CH2:12][CH:11]([C:27]([O:29][CH3:30])=[O:28])[CH2:10]2)=[CH:5][CH:4]=1)[CH3:2].[NH:31]1[CH2:36][CH2:35][S:34][CH2:33][CH2:32]1.C(=O)([O-])[O-].[K+].[K+]. Product: [CH2:1]([C:3]1[CH:4]=[CH:5][C:6]([CH:9]2[CH2:14][N:13]([C:15]([N:31]3[CH2:36][CH2:35][S:34][CH2:33][CH2:32]3)=[O:16])[CH2:12][CH:11]([C:27]([O:29][CH3:30])=[O:28])[CH2:10]2)=[CH:7][CH:8]=1)[CH3:2]. The catalyst class is: 3. (2) Reactant: Cl[C:2]1[N:7]=[CH:6][N:5]=[C:4]2[C:8]3[C:9](=[N:11][C:12]([N:19]4[CH2:23][CH2:22][CH2:21][CH2:20]4)=[C:13]4[CH2:18][O:17][CH2:16][CH2:15][C:14]=34)[S:10][C:3]=12.[N:24]1([CH2:30][CH2:31][NH2:32])[CH2:29][CH2:28][O:27][CH2:26][CH2:25]1. Product: [N:24]1([CH2:30][CH2:31][NH:32][C:2]2[N:7]=[CH:6][N:5]=[C:4]3[C:8]4[C:9](=[N:11][C:12]([N:19]5[CH2:23][CH2:22][CH2:21][CH2:20]5)=[C:13]5[CH2:18][O:17][CH2:16][CH2:15][C:14]=45)[S:10][C:3]=23)[CH2:29][CH2:28][O:27][CH2:26][CH2:25]1. The catalyst class is: 8. (3) Product: [Cl:1][C:2]1[CH:3]=[C:4]([CH:12]([CH2:16][CH:17]2[CH2:21][CH2:20][CH2:19][C:18]2=[O:22])[C:13]([NH:29][C:30]2[CH:35]=[N:34][CH:33]=[CH:32][N:31]=2)=[O:14])[CH:5]=[CH:6][C:7]=1[S:8]([CH3:11])(=[O:10])=[O:9]. The catalyst class is: 832. Reactant: [Cl:1][C:2]1[CH:3]=[C:4]([CH:12]([CH2:16][CH:17]2[CH2:21][CH2:20][CH2:19][C:18]2=[O:22])[C:13](O)=[O:14])[CH:5]=[CH:6][C:7]=1[S:8]([CH3:11])(=[O:10])=[O:9].C(Cl)(=O)C(Cl)=O.[NH2:29][C:30]1[CH:35]=[N:34][CH:33]=[CH:32][N:31]=1.N1C=CC=CC=1. (4) Reactant: [OH:1][C:2]1[CH:29]=[C:28]([C:30]2[CH:35]=[CH:34][CH:33]=[CH:32][CH:31]=2)[CH:27]=[CH:26][C:3]=1[C:4]([NH:6][C:7]1[CH:19]=[C:18]([C:20]2[CH:25]=[CH:24][CH:23]=[CH:22][CH:21]=2)[CH:17]=[CH:16][C:8]=1[C:9]([O:11]C(C)(C)C)=[O:10])=[O:5]. Product: [OH:1][C:2]1[CH:29]=[C:28]([C:30]2[CH:35]=[CH:34][CH:33]=[CH:32][CH:31]=2)[CH:27]=[CH:26][C:3]=1[C:4]([NH:6][C:7]1[CH:19]=[C:18]([C:20]2[CH:25]=[CH:24][CH:23]=[CH:22][CH:21]=2)[CH:17]=[CH:16][C:8]=1[C:9]([OH:11])=[O:10])=[O:5]. The catalyst class is: 557. (5) Reactant: C([O:9][C@H:10]1[C@@H:14]([O:15]C(=O)C2C=CC=CC=2)[C@H:13]([CH2:24][O:25]C(=O)C2C=CC=CC=2)[O:12][C@@H:11]1[N:34]1[CH:39]=[CH:38][C:37](=[O:40])[C:36]([C:41]([NH2:43])=[O:42])=[CH:35]1)(=O)C1C=CC=CC=1. Product: [C@H:11]1([N:34]2[CH:39]=[CH:38][C:37](=[O:40])[C:36]([C:41]([NH2:43])=[O:42])=[CH:35]2)[O:12][C@@H:13]([CH2:24][OH:25])[C@H:14]([OH:15])[C@@H:10]1[OH:9]. The catalyst class is: 328.